The task is: Predict the reactants needed to synthesize the given product.. This data is from Full USPTO retrosynthesis dataset with 1.9M reactions from patents (1976-2016). (1) Given the product [CH3:30][C:27]1[CH:28]=[CH:29][N:16]2[C:17]=1[C:18](=[O:26])[N:19]([C:20]1[CH:25]=[CH:24][CH:23]=[CH:22][CH:21]=1)[C:14]([C@@H:12]([NH:11][C:9]1[C:10]3[C:2]([C:47]4[CH:48]=[CH:49][C:50]([NH:53][S:54]([CH3:57])(=[O:55])=[O:56])=[CH:51][CH:52]=4)=[CH:3][N:4]([CH2:31][O:32][CH2:33][CH2:34][Si:35]([CH3:37])([CH3:38])[CH3:36])[C:5]=3[N:6]=[CH:7][N:8]=1)[CH3:13])=[N:15]2, predict the reactants needed to synthesize it. The reactants are: Br[C:2]1[C:10]2[C:9]([NH:11][C@H:12]([C:14]3[N:19]([C:20]4[CH:25]=[CH:24][CH:23]=[CH:22][CH:21]=4)[C:18](=[O:26])[C:17]4=[C:27]([CH3:30])[CH:28]=[CH:29][N:16]4[N:15]=3)[CH3:13])=[N:8][CH:7]=[N:6][C:5]=2[N:4]([CH2:31][O:32][CH2:33][CH2:34][Si:35]([CH3:38])([CH3:37])[CH3:36])[CH:3]=1.CC1(C)C(C)(C)OB([C:47]2[CH:52]=[CH:51][C:50]([NH:53][S:54]([CH3:57])(=[O:56])=[O:55])=[CH:49][CH:48]=2)O1.C(=O)([O-])[O-].[Na+].[Na+]. (2) Given the product [C:25]([CH:14]1[CH2:13][CH2:12][C:11]2[C:10]3[C:18](=[C:19]([C:22]([NH2:24])=[O:23])[CH:20]=[CH:21][C:9]=3[C:3]3[C:2]([F:1])=[CH:7][CH:6]=[CH:5][C:4]=3[F:8])[NH:17][C:16]=2[CH2:15]1)(=[O:26])[CH3:31], predict the reactants needed to synthesize it. The reactants are: [F:1][C:2]1[CH:7]=[CH:6][CH:5]=[C:4]([F:8])[C:3]=1[C:9]1[CH:21]=[CH:20][C:19]([C:22]([NH2:24])=[O:23])=[C:18]2[C:10]=1[C:11]1[CH2:12][CH2:13][CH:14]([C:25](N(OC)C)=[O:26])[CH2:15][C:16]=1[NH:17]2.[CH3:31][Mg]Br.Cl. (3) Given the product [N+:46]([C:49]1[CH:50]=[C:51]([CH:55]=[CH:56][C:57]=1[N+:58]([O-:60])=[O:59])[C:52]([NH:1][CH2:2][C:3]([O:5][CH2:6][C:7]1[CH:12]=[CH:11][CH:10]=[CH:9][CH:8]=1)=[O:4])=[O:53])([O-:48])=[O:47], predict the reactants needed to synthesize it. The reactants are: [NH2:1][CH2:2][C:3]([O:5][CH2:6][C:7]1[CH:12]=[CH:11][CH:10]=[CH:9][CH:8]=1)=[O:4].C(N(CC)CC)C.[N+](C1C=C([N+]([O-])=O)C=CC=1C(NCC(OCC1C=CC=CC=1)=O)=O)([O-])=O.[N+:46]([C:49]1[CH:50]=[C:51]([CH:55]=[CH:56][C:57]=1[N+:58]([O-:60])=[O:59])[C:52](Cl)=[O:53])([O-:48])=[O:47]. (4) The reactants are: [ClH:1].[O:2]=[C:3]1[NH:12][C:11]2[N:10]=[CH:9][C:8](/[CH:13]=[CH:14]/[C:15]([OH:17])=O)=[CH:7][C:6]=2[CH2:5][CH2:4]1.Cl.[CH3:19][N:20]1CC2C=C(/C=C/C(O)=O)C=NC=2NC(=O)C1.[CH3:37][O:38][C:39]1[C:40]([O:48][CH2:49][CH2:50][CH3:51])=[C:41]([CH:45]=[CH:46][CH:47]=1)[CH2:42]CN.CNCC1C=CC2C(=CC=CC=2)C=1CCC. Given the product [ClH:1].[CH3:37][O:38][C:39]1[C:40]([O:48][CH2:49][CH2:50][CH3:51])=[C:41]([CH:45]=[CH:46][CH:47]=1)[CH2:42][N:20]([CH3:19])[C:15](=[O:17])/[CH:14]=[CH:13]/[C:8]1[CH:9]=[N:10][C:11]2[NH:12][C:3](=[O:2])[CH2:4][CH2:5][C:6]=2[CH:7]=1, predict the reactants needed to synthesize it. (5) Given the product [NH2:1][C:4]1[CH:76]=[CH:75][C:7]([CH2:8][CH:9]2[CH2:26][N:25]([CH2:27][C:28]([O:30][C:31]([CH3:32])([CH3:33])[CH3:34])=[O:29])[CH2:24][CH2:23][N:22]([CH2:35][C:36]([O:38][C:39]([CH3:42])([CH3:41])[CH3:40])=[O:37])[CH2:21][CH2:20][N:19]([CH2:43][C:44]([O:46][C:47]([CH3:48])([CH3:49])[CH3:50])=[O:45])[CH2:18][CH2:17][N:16]([CH2:51][C:52]([O:54][C:55]([CH3:56])([CH3:57])[CH3:58])=[O:53])[CH2:15][CH2:14][N:13]([CH2:59][C:60]([O:62][C:63]([CH3:66])([CH3:65])[CH3:64])=[O:61])[CH2:12][CH2:11][N:10]2[CH2:67][C:68]([O:70][C:71]([CH3:74])([CH3:73])[CH3:72])=[O:69])=[CH:6][CH:5]=1, predict the reactants needed to synthesize it. The reactants are: [N+:1]([C:4]1[CH:76]=[CH:75][C:7]([CH2:8][CH:9]2[CH2:26][N:25]([CH2:27][C:28]([O:30][C:31]([CH3:34])([CH3:33])[CH3:32])=[O:29])[CH2:24][CH2:23][N:22]([CH2:35][C:36]([O:38][C:39]([CH3:42])([CH3:41])[CH3:40])=[O:37])[CH2:21][CH2:20][N:19]([CH2:43][C:44]([O:46][C:47]([CH3:50])([CH3:49])[CH3:48])=[O:45])[CH2:18][CH2:17][N:16]([CH2:51][C:52]([O:54][C:55]([CH3:58])([CH3:57])[CH3:56])=[O:53])[CH2:15][CH2:14][N:13]([CH2:59][C:60]([O:62][C:63]([CH3:66])([CH3:65])[CH3:64])=[O:61])[CH2:12][CH2:11][N:10]2[CH2:67][C:68]([O:70][C:71]([CH3:74])([CH3:73])[CH3:72])=[O:69])=[CH:6][CH:5]=1)([O-])=O.Cl[Sn]Cl.[OH-].[Na+].